This data is from Forward reaction prediction with 1.9M reactions from USPTO patents (1976-2016). The task is: Predict the product of the given reaction. (1) Given the reactants [Cl:1][C:2]1[C:10]([Cl:11])=[C:9]([CH3:12])[CH:8]=[CH:7][C:3]=1[C:4](O)=[O:5].S(Cl)([Cl:15])=O, predict the reaction product. The product is: [Cl:1][C:2]1[C:10]([Cl:11])=[C:9]([CH3:12])[CH:8]=[CH:7][C:3]=1[C:4]([Cl:15])=[O:5]. (2) Given the reactants [CH3:1][C:2]1[CH:3]=[C:4]([C:7]2[CH:11]=[CH:10][NH:9][N:8]=2)[S:5][CH:6]=1.[H-].[Na+].I[CH:15]([CH3:17])[CH3:16].O, predict the reaction product. The product is: [CH:15]([N:9]1[CH:10]=[CH:11][C:7]([C:4]2[S:5][CH:6]=[C:2]([CH3:1])[CH:3]=2)=[N:8]1)([CH3:17])[CH3:16].[CH:15]([N:8]1[C:7]([C:4]2[S:5][CH:6]=[C:2]([CH3:1])[CH:3]=2)=[CH:11][CH:10]=[N:9]1)([CH3:17])[CH3:16]. (3) Given the reactants [Br:1][C:2]1[N:7]=[C:6]([NH2:8])[CH:5]=[CH:4][CH:3]=1.[Br:9][C:10]1[N:15]=[C:14]([NH:16][C:17]([NH:19][C:20]([O:22][CH2:23][CH3:24])=[O:21])=[S:18])[CH:13]=[CH:12][CH:11]=1, predict the reaction product. The product is: [Br:9][C:10]1[N:15]=[C:14]([NH:16][C:17]([NH:19][C:20]([O:22][CH2:23][CH3:24])=[O:21])=[S:18])[CH:13]=[CH:12][CH:11]=1.[Br:1][C:2]1[N:7]2[N:15]=[C:14]([NH2:16])[N:8]=[C:6]2[CH:5]=[CH:4][CH:3]=1.